This data is from Reaction yield outcomes from USPTO patents with 853,638 reactions. The task is: Predict the reaction yield, written as a fraction of the theoretical maximum amount of product (1.0 means a 100% yield; for example, 0.34 means a 34% yield). (1) The reactants are [CH2:1]([Li])CCC.[CH3:6][O:7][C:8]1[CH:9]=[C:10]([CH2:25]O)[C:11]2[O:15][C:14]([C:16]3[CH:21]=[CH:20][C:19]([O:22][CH3:23])=[CH:18][CH:17]=3)=[CH:13][C:12]=2[CH:24]=1. The catalyst is [Br-].C[P+](C1C=CC=CC=1)(C1C=CC=CC=1)C1C=CC=CC=1.C1COCC1. The product is [CH3:6][O:7][C:8]1[CH:9]=[C:10]([CH:25]=[CH2:1])[C:11]2[O:15][C:14]([C:16]3[CH:17]=[CH:18][C:19]([O:22][CH3:23])=[CH:20][CH:21]=3)=[CH:13][C:12]=2[CH:24]=1. The yield is 0.710. (2) The product is [CH2:1]([C:3]1([CH3:23])[CH:8]([CH3:9])[CH:7]([O:10][C:24](=[O:27])[CH:25]=[CH2:26])[CH2:6][C:5]([CH2:12][CH3:13])([CH3:11])[N:4]1[O:14][CH:15]([C:17]1[CH:18]=[CH:19][CH:20]=[CH:21][CH:22]=1)[CH3:16])[CH3:2]. The catalyst is C1(C)C=CC=CC=1. The yield is 0.870. The reactants are [CH2:1]([C:3]1([CH3:23])[CH:8]([CH3:9])[CH:7]([OH:10])[CH2:6][C:5]([CH2:12][CH3:13])([CH3:11])[N:4]1[O:14][CH:15]([C:17]1[CH:22]=[CH:21][CH:20]=[CH:19][CH:18]=1)[CH3:16])[CH3:2].[C:24](Cl)(=[O:27])[CH:25]=[CH2:26].C(N(CC)CC)C. (3) The reactants are C(O)(C(F)(F)F)=O.[Cl:8][C:9]1[CH:14]=[C:13]([NH:15][C:16]2[N:17]=[CH:18][C:19]3[C:25](=[O:26])[N:24]([C:27]4[C:32]([Cl:33])=[CH:31][CH:30]=[CH:29][C:28]=4[Cl:34])[CH:23]=[CH:22][C:20]=3[N:21]=2)[CH:12]=[CH:11][C:10]=1[N:35]1[CH2:40][CH2:39][N:38](C(OC(C)(C)C)=O)[CH2:37][CH2:36]1. The catalyst is C(Cl)Cl. The product is [Cl:8][C:9]1[CH:14]=[C:13]([NH:15][C:16]2[N:17]=[CH:18][C:19]3[C:25](=[O:26])[N:24]([C:27]4[C:32]([Cl:33])=[CH:31][CH:30]=[CH:29][C:28]=4[Cl:34])[CH:23]=[CH:22][C:20]=3[N:21]=2)[CH:12]=[CH:11][C:10]=1[N:35]1[CH2:36][CH2:37][NH:38][CH2:39][CH2:40]1. The yield is 0.0900. (4) The reactants are [Cl:1][C:2]1[N:20]=[CH:19][C:5]2[C:6]3[N:7]([CH:11]=[C:12]([C:14]4[NH:15][CH:16]=[CH:17][N:18]=4)[N:13]=3)[CH2:8][CH2:9][O:10][C:4]=2[CH:3]=1.C([O-])([O-])=O.[Cs+].[Cs+].[CH:27](I)([CH3:29])[CH3:28]. The catalyst is CN(C)C=O.O.CCOC(C)=O. The product is [Cl:1][C:2]1[N:20]=[CH:19][C:5]2[C:6]3[N:7]([CH:11]=[C:12]([C:14]4[N:18]([CH:27]([CH3:29])[CH3:28])[CH:17]=[CH:16][N:15]=4)[N:13]=3)[CH2:8][CH2:9][O:10][C:4]=2[CH:3]=1. The yield is 0.480. (5) The reactants are C([O:8][C:9]1[CH:14]=[CH:13][C:12]([C:15]2[N:16]=[CH:17][N:18]([CH3:30])[C:19]=2[C:20]2[S:29][C:23]3[N:24]=[CH:25][N:26]=[C:27]([NH2:28])[C:22]=3[CH:21]=2)=[CH:11][CH:10]=1)C1C=CC=CC=1.C(O)(C(F)(F)F)=O.O. The catalyst is C(Cl)Cl.CO. The product is [NH2:28][C:27]1[C:22]2[CH:21]=[C:20]([C:19]3[N:18]([CH3:30])[CH:17]=[N:16][C:15]=3[C:12]3[CH:13]=[CH:14][C:9]([OH:8])=[CH:10][CH:11]=3)[S:29][C:23]=2[N:24]=[CH:25][N:26]=1. The yield is 0.670.